From a dataset of Reaction yield outcomes from USPTO patents with 853,638 reactions. Predict the reaction yield, written as a fraction of the theoretical maximum amount of product (1.0 means a 100% yield; for example, 0.34 means a 34% yield). (1) The reactants are [CH3:1][O:2][C:3]1[CH:8]=[CH:7][C:6]([S:9][CH2:10][CH2:11][NH:12][C:13](=[O:16])[O:14][CH3:15])=[CH:5][CH:4]=1.C=O.[C:19]1(C)C=CC(S(O)(=O)=O)=CC=1. The catalyst is C1C=CC=CC=1. The product is [CH3:1][O:2][C:3]1[CH:4]=[CH:5][C:6]2[S:9][CH2:10][CH2:11][N:12]([C:13]([O:14][CH3:15])=[O:16])[CH2:19][C:7]=2[CH:8]=1. The yield is 0.950. (2) The reactants are O[CH:2]([C:4]1[N:15]([C@@H:16]2[CH2:21][O:20][C@@H:19]([CH2:22][C:23]#[N:24])[CH2:18][CH2:17]2)[C:7]2=[C:8]3[S:14][CH:13]=[CH:12][C:9]3=[N:10][CH:11]=[C:6]2[N:5]=1)[CH3:3].[CH2:25]([N:27](CC)CC)C.CS(Cl)(=O)=O.[Cl-].C[NH3+]. The catalyst is C(Cl)Cl. The product is [CH3:25][NH:27][CH:2]([C:4]1[N:15]([C@@H:16]2[CH2:21][O:20][C@@H:19]([CH2:22][C:23]#[N:24])[CH2:18][CH2:17]2)[C:7]2=[C:8]3[S:14][CH:13]=[CH:12][C:9]3=[N:10][CH:11]=[C:6]2[N:5]=1)[CH3:3]. The yield is 0.190. (3) The reactants are C([O-])(=O)C.[K+].[Br:6][C:7]1[CH:16]=[CH:15][C:10]([C:11]([O:13][CH3:14])=[O:12])=[CH:9][C:8]=1[CH2:17]Br.O.C(OCC)(=O)C. The catalyst is C(O)(=O)C. The product is [Br:6][C:7]1[CH:16]=[CH:15][C:10]([C:11]([O:13][CH3:14])=[O:12])=[CH:9][C:8]=1[CH3:17]. The yield is 0.570. (4) The reactants are [CH2:1]([N:3]1[C:8]([CH2:9][OH:10])=[CH:7][CH:6]=[CH:5][C:4]1=[O:11])[CH3:2].C(N(CC)CC)C.[CH3:19][S:20](Cl)(=[O:22])=[O:21].O. The catalyst is ClCCl. The product is [CH2:1]([N:3]1[C:8]([CH2:9][O:10][S:20]([CH3:19])(=[O:22])=[O:21])=[CH:7][CH:6]=[CH:5][C:4]1=[O:11])[CH3:2]. The yield is 1.00. (5) The reactants are [N:1]1[CH:6]=[CH:5][C:4]([CH:7]=O)=[CH:3][CH:2]=1.[NH2:9][C:10]1[N:11]=[N:12][C:13]([CH3:16])=[CH:14][CH:15]=1.C([O:19][C:20](=O)[C:21]([OH:34])=[CH:22][C:23]([C:25]1[CH:30]=[CH:29][C:28]([CH:31]([CH3:33])[CH3:32])=[CH:27][CH:26]=1)=[O:24])C. No catalyst specified. The product is [OH:34][C:21]1[C:20](=[O:19])[N:9]([C:10]2[N:11]=[N:12][C:13]([CH3:16])=[CH:14][CH:15]=2)[CH:7]([C:4]2[CH:3]=[CH:2][N:1]=[CH:6][CH:5]=2)[C:22]=1[C:23](=[O:24])[C:25]1[CH:30]=[CH:29][C:28]([CH:31]([CH3:33])[CH3:32])=[CH:27][CH:26]=1. The yield is 0.100. (6) The reactants are [C:1]([O:5][C:6]1[CH:11]=[CH:10][C:9]([CH2:12][C@H:13]([NH:37]C(=O)OCC2C3C=CC=CC=3C3C2=CC=CC=3)[C:14]([N:16]([C@@H:28]([CH3:36])[CH:29]([O:33][CH2:34][CH3:35])[O:30][CH2:31][CH3:32])[CH2:17][C:18]2[C:27]3[C:22](=[CH:23][CH:24]=[CH:25][CH:26]=3)[CH:21]=[CH:20][CH:19]=2)=[O:15])=[CH:8][CH:7]=1)([CH3:4])([CH3:3])[CH3:2].N1CCCCC1. No catalyst specified. The product is [NH2:37][C@@H:13]([CH2:12][C:9]1[CH:10]=[CH:11][C:6]([O:5][C:1]([CH3:4])([CH3:3])[CH3:2])=[CH:7][CH:8]=1)[C:14]([N:16]([C@@H:28]([CH3:36])[CH:29]([O:33][CH2:34][CH3:35])[O:30][CH2:31][CH3:32])[CH2:17][C:18]1[C:27]2[C:22](=[CH:23][CH:24]=[CH:25][CH:26]=2)[CH:21]=[CH:20][CH:19]=1)=[O:15]. The yield is 0.990.